Task: Predict the reaction yield, written as a fraction of the theoretical maximum amount of product (1.0 means a 100% yield; for example, 0.34 means a 34% yield).. Dataset: Reaction yield outcomes from USPTO patents with 853,638 reactions (1) The reactants are [Cl:1][C:2]1[CH:3]=[CH:4][C:5]2[N:6]([CH:8]=[C:9]([NH:11][C:12]([C:14]3[CH:19]=[CH:18][C:17]([C:20]([CH3:25])([CH3:24])[C:21]([OH:23])=O)=[CH:16][CH:15]=3)=[O:13])[N:10]=2)[CH:7]=1.Cl.[NH2:27][OH:28]. No catalyst specified. The product is [Cl:1][C:2]1[CH:3]=[CH:4][C:5]2[N:6]([CH:8]=[C:9]([NH:11][C:12](=[O:13])[C:14]3[CH:15]=[CH:16][C:17]([C:20]([CH3:25])([CH3:24])[C:21]([NH:27][OH:28])=[O:23])=[CH:18][CH:19]=3)[N:10]=2)[CH:7]=1. The yield is 0.120. (2) The reactants are [F:1][C:2]1[C:10]([OH:11])=[C:9]2[C:5]([CH:6]=[C:7]([C:12]([NH2:14])=[O:13])[NH:8]2)=[CH:4][C:3]=1[O:15][C:16]1[CH:17]=[N:18][C:19]([S:22]([CH3:25])(=[O:24])=[O:23])=[CH:20][CH:21]=1.[CH3:26][O:27][CH2:28][CH2:29]O.C(P(CCCC)CCCC)CCC.N(C(N1CCCCC1)=O)=NC(N1CCCCC1)=O. The catalyst is O1CCCC1. The product is [F:1][C:2]1[C:10]([O:11][CH2:29][CH2:28][O:27][CH3:26])=[C:9]2[C:5]([CH:6]=[C:7]([C:12]([NH2:14])=[O:13])[NH:8]2)=[CH:4][C:3]=1[O:15][C:16]1[CH:17]=[N:18][C:19]([S:22]([CH3:25])(=[O:23])=[O:24])=[CH:20][CH:21]=1. The yield is 0.540. (3) The reactants are [CH3:1][C:2]1([CH3:17])[C:11]2[C:6](=[CH:7][C:8]([O:12][CH2:13]C(O)=O)=[CH:9][CH:10]=2)[O:5][CH2:4][CH2:3]1.[Cl-].ClC1N(C)CC[NH+]1C.Cl.NCC1C=CC(NS(C)(=O)=[O:38])=C(F)C=1. The catalyst is C(N(CC)CC)C. The product is [CH3:13][O:12][C:8]1[CH:7]=[C:6]2[C:11]([C:2]([CH3:17])([CH3:1])[CH2:3][C:4](=[O:38])[O:5]2)=[CH:10][CH:9]=1. The yield is 0.200.